The task is: Predict which catalyst facilitates the given reaction.. This data is from Catalyst prediction with 721,799 reactions and 888 catalyst types from USPTO. (1) Reactant: [CH2:1]([O:3][C:4]1[C:5]2[C:9]([CH:10]=[CH:11][CH:12]=1)=[N:8][N:7]1[C:13]([CH:18]3[CH2:23][CH2:22][N:21](C(OC(C)(C)C)=O)[CH2:20][CH2:19]3)=[CH:14][C:15](=[O:17])[NH:16][C:6]=21)[CH3:2].[ClH:31]. Product: [ClH:31].[CH2:1]([O:3][C:4]1[C:5]2[C:9]([CH:10]=[CH:11][CH:12]=1)=[N:8][N:7]1[C:13]([CH:18]3[CH2:23][CH2:22][NH:21][CH2:20][CH2:19]3)=[CH:14][C:15](=[O:17])[NH:16][C:6]=21)[CH3:2]. The catalyst class is: 71. (2) Reactant: [N+]([O-])(O)=O.[N+]([O-])(O)=O.[CH3:9][O:10][C:11]1[CH:12]=[C:13]([NH:23][C:24]([NH2:26])=[NH:25])[CH:14]=[CH:15][C:16]=1[N:17]1[CH:21]=[C:20]([CH3:22])[N:19]=[CH:18]1.[Cl:27][C:28]1[CH:33]=[CH:32][C:31]([C:34]([CH3:43])([CH3:42])[C:35](=O)[CH:36]=[CH:37]N(C)C)=[CH:30][CH:29]=1.[CH2:44](N(CC)CC)C. Product: [Cl:27][C:28]1[CH:33]=[CH:32][C:31]([C:34]([C:35]2[C:36]([CH3:44])=[CH:37][N:26]=[C:24]([NH:23][C:13]3[CH:14]=[CH:15][C:16]([N:17]4[CH:21]=[C:20]([CH3:22])[N:19]=[CH:18]4)=[C:11]([O:10][CH3:9])[CH:12]=3)[N:25]=2)([CH3:43])[CH3:42])=[CH:30][CH:29]=1. The catalyst class is: 60. (3) Reactant: [CH3:1][O:2][C@@H:3]1[C@H:7]([OH:8])[C@@H:6]([CH2:9][O:10][Si:11]([O:22][CH:23]([C:30]2[CH:35]=[CH:34][CH:33]=[CH:32][CH:31]=2)[C:24]2[CH:29]=[CH:28][CH:27]=[CH:26][CH:25]=2)([O:17][Si:18]([CH3:21])([CH3:20])[CH3:19])[O:12][Si:13]([CH3:16])([CH3:15])[CH3:14])[O:5][C@H:4]1[N:36]1[CH:43]=[CH:42][C:40](=[O:41])[NH:39][C:37]1=[O:38].[C:44](OC(=O)C)(=[O:46])[CH3:45]. Product: [C:44]([O:8][C@@H:7]1[C@@H:6]([CH2:9][O:10][Si:11]([O:22][CH:23]([C:24]2[CH:29]=[CH:28][CH:27]=[CH:26][CH:25]=2)[C:30]2[CH:35]=[CH:34][CH:33]=[CH:32][CH:31]=2)([O:12][Si:13]([CH3:14])([CH3:15])[CH3:16])[O:17][Si:18]([CH3:21])([CH3:20])[CH3:19])[O:5][C@@H:4]([N:36]2[CH:43]=[CH:42][C:40](=[O:41])[NH:39][C:37]2=[O:38])[C@@H:3]1[O:2][CH3:1])(=[O:46])[CH3:45]. The catalyst class is: 4. (4) Reactant: [C:1]([O:9][C:10]1[CH:28]=[CH:27][C:13]([CH2:14][O:15][C:16]2[CH:21]=[CH:20][C:19]([CH2:22][CH2:23][C:24](O)=[O:25])=[CH:18][CH:17]=2)=[CH:12][CH:11]=1)(=O)[C:2]1[CH:7]=[CH:6][CH:5]=[CH:4][CH:3]=1.Cl[C:30](OCC)=O.C(N(CC)CC)C.[NH4+:42].[OH-:43]. Product: [O:43]=[C:2]([C:3]1[CH:30]=[CH:7][CH:6]=[CH:5][CH:4]=1)[CH2:1][O:9][C:10]1[CH:28]=[CH:27][C:13]([CH2:14][O:15][C:16]2[CH:21]=[CH:20][C:19]([CH2:22][CH2:23][C:24]([NH2:42])=[O:25])=[CH:18][CH:17]=2)=[CH:12][CH:11]=1. The catalyst class is: 1. (5) Reactant: C[O:2][C:3](=O)[C:4]1[C:9]([CH3:10])=[CH:8][CH:7]=[C:6]([F:11])[C:5]=1[N:12]1[C:16](=[O:17])[N:15]([CH3:18])[N:14]=[N:13]1.O1CCCC1.C([BH-](CC)CC)C.[Li+].Cl. Product: [OH:2][CH2:3][C:4]1[C:9]([CH3:10])=[CH:8][CH:7]=[C:6]([F:11])[C:5]=1[N:12]1[C:16](=[O:17])[N:15]([CH3:18])[N:14]=[N:13]1. The catalyst class is: 6.